From a dataset of Full USPTO retrosynthesis dataset with 1.9M reactions from patents (1976-2016). Predict the reactants needed to synthesize the given product. (1) Given the product [CH2:1]([N:3]1[CH2:7][CH2:6][CH2:20][C@H:4]1[CH2:5][CH2:8][C:9]1[CH:14]=[C:13]([F:15])[CH:12]=[CH:11][C:10]=1[S:16]([Cl:19])(=[O:17])=[O:18])[CH3:2], predict the reactants needed to synthesize it. The reactants are: [CH2:1]([N:3]1[CH2:7][CH2:6][C@@H:5]([CH2:8][C:9]2[CH:14]=[C:13]([F:15])[CH:12]=[CH:11][C:10]=2[S:16]([Cl:19])(=[O:18])=[O:17])[CH2:4]1)[CH3:2].[CH2:20](N1CCC[C@H]1CCC1C=CC=C(F)C=1)C. (2) Given the product [CH3:26][CH:7]1[CH2:6][C:5]2[C:10](=[CH:11][C:2]([C:35]3[CH:36]=[N:37][N:38]([CH2:40][CH2:41][N:42]4[CH2:47][CH2:46][O:45][CH2:44][CH2:43]4)[CH:39]=3)=[CH:3][CH:4]=2)[CH2:9][N:8]1[C:12]1[CH:17]=[C:16]([N:18]2[CH2:19][CH2:20][N:21]([CH3:24])[CH2:22][CH2:23]2)[N:15]=[C:14]([NH2:25])[N:13]=1, predict the reactants needed to synthesize it. The reactants are: Br[C:2]1[CH:11]=[C:10]2[C:5]([CH2:6][CH:7]([CH3:26])[N:8]([C:12]3[CH:17]=[C:16]([N:18]4[CH2:23][CH2:22][N:21]([CH3:24])[CH2:20][CH2:19]4)[N:15]=[C:14]([NH2:25])[N:13]=3)[CH2:9]2)=[CH:4][CH:3]=1.CC1(C)C(C)(C)OB([C:35]2[CH:36]=[N:37][N:38]([CH2:40][CH2:41][N:42]3[CH2:47][CH2:46][O:45][CH2:44][CH2:43]3)[CH:39]=2)O1.C(=O)(O)[O-].[Na+].O1CCOCC1.